This data is from Catalyst prediction with 721,799 reactions and 888 catalyst types from USPTO. The task is: Predict which catalyst facilitates the given reaction. (1) Product: [F:1][C:2]1[CH:3]=[C:4]([N:9]2[CH2:13][CH:12]([CH2:14][N:15]3[CH:19]=[CH:18][N:17]=[N:16]3)[O:11][C:10]2=[O:20])[CH:5]=[CH:6][C:7]=1[B:21]1[O:25][C:24]([CH3:27])([CH3:26])[C:23]([CH3:29])([CH3:28])[O:22]1. Reactant: [F:1][C:2]1[CH:3]=[C:4]([N:9]2[CH2:13][C@H:12]([CH2:14][N:15]3[CH:19]=[CH:18][N:17]=[N:16]3)[O:11][C:10]2=[O:20])[CH:5]=[CH:6][C:7]=1I.[B:21]1([B:21]2[O:25][C:24]([CH3:27])([CH3:26])[C:23]([CH3:29])([CH3:28])[O:22]2)[O:25][C:24]([CH3:27])([CH3:26])[C:23]([CH3:29])([CH3:28])[O:22]1.C([O-])(=O)C.[K+].C(OCC)(=O)C. The catalyst class is: 16. (2) Reactant: [CH:1]1[C:9]2[C:8]3[CH2:10][CH2:11][CH2:12][CH2:13][CH2:14][C:7]=3[O:6][C:5]=2[CH:4]=[CH:3][C:2]=1[NH2:15].[CH:16]1([CH2:22][C:23](Cl)=[O:24])[CH2:21][CH2:20][CH2:19][CH2:18][CH2:17]1. Product: [CH:16]1([CH2:22][C:23]([NH:15][C:2]2[CH:3]=[CH:4][C:5]3[O:6][C:7]4[CH2:14][CH2:13][CH2:12][CH2:11][CH2:10][C:8]=4[C:9]=3[CH:1]=2)=[O:24])[CH2:21][CH2:20][CH2:19][CH2:18][CH2:17]1. The catalyst class is: 17. (3) Reactant: [F:1][C:2]1[CH:7]=[CH:6][C:5]([N:8]2[CH2:13][CH2:12][N:11]([S:14]([C:17]3[CH:22]=[CH:21][CH:20]=[C:19]([CH:23]4[CH2:28][CH2:27][NH:26][CH2:25][CH2:24]4)[CH:18]=3)(=[O:16])=[O:15])[C@H:10]([CH3:29])[CH2:9]2)=[C:4]([C:30]([F:33])([F:32])[F:31])[CH:3]=1.[CH3:34]C(O)=O.[BH3-]C#N.[Na+]. Product: [F:1][C:2]1[CH:7]=[CH:6][C:5]([N:8]2[CH2:13][CH2:12][N:11]([S:14]([C:17]3[CH:22]=[CH:21][CH:20]=[C:19]([CH:23]4[CH2:28][CH2:27][N:26]([CH3:34])[CH2:25][CH2:24]4)[CH:18]=3)(=[O:16])=[O:15])[C@H:10]([CH3:29])[CH2:9]2)=[C:4]([C:30]([F:33])([F:31])[F:32])[CH:3]=1. The catalyst class is: 100.